From a dataset of Forward reaction prediction with 1.9M reactions from USPTO patents (1976-2016). Predict the product of the given reaction. (1) Given the reactants [Cl:1][C:2]1[CH:3]=[N:4][C:5]2[N:6]([N:8]=[C:9]([C:11]([OH:13])=O)[CH:10]=2)[CH:7]=1.[CH3:14][CH:15]1[C:24]2[C:19](=[CH:20][CH:21]=[C:22]([N:25]3[CH2:30][CH2:29][O:28][CH2:27][CH2:26]3)[CH:23]=2)[CH2:18][CH2:17][NH:16]1, predict the reaction product. The product is: [Cl:1][C:2]1[CH:3]=[N:4][C:5]2[N:6]([N:8]=[C:9]([C:11]([N:16]3[CH2:17][CH2:18][C:19]4[C:24](=[CH:23][C:22]([N:25]5[CH2:30][CH2:29][O:28][CH2:27][CH2:26]5)=[CH:21][CH:20]=4)[CH:15]3[CH3:14])=[O:13])[CH:10]=2)[CH:7]=1. (2) Given the reactants [F:1][C:2]1[CH:7]=[C:6]([O:8][CH2:9][C:10]2[CH:15]=[CH:14][C:13]([O:16][CH2:17]/[C:18](=[N:25]\[O:26][CH3:27])/[C:19]3[CH:24]=[CH:23][CH:22]=[CH:21][CH:20]=3)=[C:12]([O:28][CH3:29])[CH:11]=2)[CH:5]=[CH:4][C:3]=1[CH2:30][CH2:31][C:32]([OH:34])=[O:33].[OH-].[Na+:36], predict the reaction product. The product is: [F:1][C:2]1[CH:7]=[C:6]([O:8][CH2:9][C:10]2[CH:15]=[CH:14][C:13]([O:16][CH2:17]/[C:18](=[N:25]\[O:26][CH3:27])/[C:19]3[CH:24]=[CH:23][CH:22]=[CH:21][CH:20]=3)=[C:12]([O:28][CH3:29])[CH:11]=2)[CH:5]=[CH:4][C:3]=1[CH2:30][CH2:31][C:32]([O-:34])=[O:33].[Na+:36]. (3) Given the reactants Br[C:2]1[C:3]2[CH:18]=[C:17]([C:19]([O:21][CH2:22][CH3:23])=[O:20])[S:16][C:4]=2[N:5]([CH2:7][C:8]2[CH:13]=[CH:12][C:11]([O:14][CH3:15])=[CH:10][CH:9]=2)[N:6]=1.[F:24][C:25]1[CH:30]=[C:29]([F:31])[CH:28]=[CH:27][C:26]=1B(O)O.C(=O)([O-])[O-].[Na+].[Na+].C(=O)([O-])[O-].[Cs+].[Cs+], predict the reaction product. The product is: [F:24][C:25]1[CH:30]=[C:29]([F:31])[CH:28]=[CH:27][C:26]=1[C:2]1[C:3]2[CH:18]=[C:17]([C:19]([O:21][CH2:22][CH3:23])=[O:20])[S:16][C:4]=2[N:5]([CH2:7][C:8]2[CH:13]=[CH:12][C:11]([O:14][CH3:15])=[CH:10][CH:9]=2)[N:6]=1.